Dataset: Clinical trial toxicity outcomes and FDA approval status for drugs. Task: Regression/Classification. Given a drug SMILES string, predict its toxicity properties. Task type varies by dataset: regression for continuous values (e.g., LD50, hERG inhibition percentage) or binary classification for toxic/non-toxic outcomes (e.g., AMES mutagenicity, cardiotoxicity, hepatotoxicity). Dataset: clintox. The drug is Cc1nc(Nc2ncc(C(=O)Nc3c(C)cccc3Cl)s2)cc(N2CC[NH+](CCO)CC2)n1. The result is 0 (passed clinical trial).